From a dataset of NCI-60 drug combinations with 297,098 pairs across 59 cell lines. Regression. Given two drug SMILES strings and cell line genomic features, predict the synergy score measuring deviation from expected non-interaction effect. (1) Drug 1: CN(CC1=CN=C2C(=N1)C(=NC(=N2)N)N)C3=CC=C(C=C3)C(=O)NC(CCC(=O)O)C(=O)O. Drug 2: C1C(C(OC1N2C=NC3=C(N=C(N=C32)Cl)N)CO)O. Cell line: UACC62. Synergy scores: CSS=36.6, Synergy_ZIP=-4.48, Synergy_Bliss=-6.22, Synergy_Loewe=-5.09, Synergy_HSA=-1.62. (2) Drug 1: C1=NC2=C(N=C(N=C2N1C3C(C(C(O3)CO)O)O)F)N. Drug 2: CC1C(C(CC(O1)OC2CC(CC3=C2C(=C4C(=C3O)C(=O)C5=C(C4=O)C(=CC=C5)OC)O)(C(=O)CO)O)N)O.Cl. Cell line: SK-MEL-2. Synergy scores: CSS=17.1, Synergy_ZIP=-8.11, Synergy_Bliss=-3.00, Synergy_Loewe=-4.69, Synergy_HSA=-0.163. (3) Cell line: SK-MEL-28. Drug 2: COCCOC1=C(C=C2C(=C1)C(=NC=N2)NC3=CC=CC(=C3)C#C)OCCOC.Cl. Drug 1: C1C(C(OC1N2C=NC3=C(N=C(N=C32)Cl)N)CO)O. Synergy scores: CSS=28.6, Synergy_ZIP=-3.07, Synergy_Bliss=3.55, Synergy_Loewe=-9.69, Synergy_HSA=2.65. (4) Drug 1: CNC(=O)C1=NC=CC(=C1)OC2=CC=C(C=C2)NC(=O)NC3=CC(=C(C=C3)Cl)C(F)(F)F. Drug 2: CN(C(=O)NC(C=O)C(C(C(CO)O)O)O)N=O. Cell line: SNB-19. Synergy scores: CSS=6.44, Synergy_ZIP=-2.01, Synergy_Bliss=-1.45, Synergy_Loewe=0.949, Synergy_HSA=-3.50. (5) Drug 1: CC12CCC3C(C1CCC2=O)CC(=C)C4=CC(=O)C=CC34C. Drug 2: CC12CCC3C(C1CCC2O)C(CC4=C3C=CC(=C4)O)CCCCCCCCCS(=O)CCCC(C(F)(F)F)(F)F. Cell line: CCRF-CEM. Synergy scores: CSS=59.9, Synergy_ZIP=-0.686, Synergy_Bliss=-1.39, Synergy_Loewe=-2.99, Synergy_HSA=-2.92. (6) Drug 1: CCCCCOC(=O)NC1=NC(=O)N(C=C1F)C2C(C(C(O2)C)O)O. Drug 2: C1=CC=C(C(=C1)C(C2=CC=C(C=C2)Cl)C(Cl)Cl)Cl. Cell line: NCI-H522. Synergy scores: CSS=-2.47, Synergy_ZIP=2.00, Synergy_Bliss=4.47, Synergy_Loewe=0.781, Synergy_HSA=0.660. (7) Drug 1: CC1OCC2C(O1)C(C(C(O2)OC3C4COC(=O)C4C(C5=CC6=C(C=C35)OCO6)C7=CC(=C(C(=C7)OC)O)OC)O)O. Synergy scores: CSS=43.3, Synergy_ZIP=-1.01, Synergy_Bliss=-2.11, Synergy_Loewe=-17.0, Synergy_HSA=-0.811. Drug 2: CC1=CC=C(C=C1)C2=CC(=NN2C3=CC=C(C=C3)S(=O)(=O)N)C(F)(F)F. Cell line: SF-295. (8) Drug 1: CC1OCC2C(O1)C(C(C(O2)OC3C4COC(=O)C4C(C5=CC6=C(C=C35)OCO6)C7=CC(=C(C(=C7)OC)O)OC)O)O. Drug 2: CS(=O)(=O)CCNCC1=CC=C(O1)C2=CC3=C(C=C2)N=CN=C3NC4=CC(=C(C=C4)OCC5=CC(=CC=C5)F)Cl. Cell line: SN12C. Synergy scores: CSS=33.9, Synergy_ZIP=-10.4, Synergy_Bliss=-4.57, Synergy_Loewe=-4.36, Synergy_HSA=-2.76.